This data is from Catalyst prediction with 721,799 reactions and 888 catalyst types from USPTO. The task is: Predict which catalyst facilitates the given reaction. Reactant: [Cl:1][C:2]1[CH:18]=[C:17]([C:19](=[N:21][OH:22])[NH2:20])[CH:16]=[CH:15][C:3]=1[CH2:4][N:5]([CH3:14])[CH2:6][C:7]([O:9][C:10]([CH3:13])([CH3:12])[CH3:11])=[O:8].[CH3:23][O:24][CH2:25][C:26]1[CH:31]=[C:30]([C:32](O)=O)[CH:29]=[CH:28][C:27]=1[C:35]1[CH:40]=[CH:39][CH:38]=[CH:37][C:36]=1[CH3:41].C(Cl)CCl. Product: [Cl:1][C:2]1[CH:18]=[C:17]([C:19]2[N:20]=[C:32]([C:30]3[CH:29]=[CH:28][C:27]([C:35]4[CH:40]=[CH:39][CH:38]=[CH:37][C:36]=4[CH3:41])=[C:26]([CH2:25][O:24][CH3:23])[CH:31]=3)[O:22][N:21]=2)[CH:16]=[CH:15][C:3]=1[CH2:4][N:5]([CH3:14])[CH2:6][C:7]([O:9][C:10]([CH3:11])([CH3:13])[CH3:12])=[O:8]. The catalyst class is: 852.